This data is from Catalyst prediction with 721,799 reactions and 888 catalyst types from USPTO. The task is: Predict which catalyst facilitates the given reaction. (1) Reactant: O.[Cl:2][C:3]1[CH:4]=[C:5]([C:12]2[S:16][C:15]([C:17]3([OH:21])[CH2:20][CH2:19][CH2:18]3)=[N:14][CH:13]=2)[CH:6]=[C:7]([N+:9]([O-])=O)[CH:8]=1.[Cl-].[NH4+]. Product: [NH2:9][C:7]1[CH:6]=[C:5]([C:12]2[S:16][C:15]([C:17]3([OH:21])[CH2:20][CH2:19][CH2:18]3)=[N:14][CH:13]=2)[CH:4]=[C:3]([Cl:2])[CH:8]=1. The catalyst class is: 679. (2) Reactant: C(OC(N1C2C=CC=C(C(C3C([N:26]([S:30]([C:33]4[CH:38]=[CH:37][C:36](Cl)=[C:35]([C:40]([F:43])([F:42])[F:41])[CH:34]=4)(=[O:32])=[O:31])COC)=CC(Cl)=CN=3)=O)C=2OCC1)=O)(C)(C)C. Product: [F:43][C:40]([F:41])([F:42])[C:35]1[CH:34]=[C:33]([S:30]([NH2:26])(=[O:32])=[O:31])[CH:38]=[CH:37][CH:36]=1. The catalyst class is: 126.